Dataset: NCI-60 drug combinations with 297,098 pairs across 59 cell lines. Task: Regression. Given two drug SMILES strings and cell line genomic features, predict the synergy score measuring deviation from expected non-interaction effect. (1) Drug 1: CC1=C(C=C(C=C1)C(=O)NC2=CC(=CC(=C2)C(F)(F)F)N3C=C(N=C3)C)NC4=NC=CC(=N4)C5=CN=CC=C5. Drug 2: CC12CCC3C(C1CCC2OP(=O)(O)O)CCC4=C3C=CC(=C4)OC(=O)N(CCCl)CCCl.[Na+]. Cell line: MALME-3M. Synergy scores: CSS=4.45, Synergy_ZIP=1.13, Synergy_Bliss=3.03, Synergy_Loewe=-5.14, Synergy_HSA=-5.14. (2) Drug 1: C1=C(C(=O)NC(=O)N1)N(CCCl)CCCl. Drug 2: C1=C(C(=O)NC(=O)N1)F. Cell line: TK-10. Synergy scores: CSS=31.0, Synergy_ZIP=-0.880, Synergy_Bliss=1.05, Synergy_Loewe=2.66, Synergy_HSA=6.02. (3) Drug 1: C1=CC(=CC=C1CCC2=CNC3=C2C(=O)NC(=N3)N)C(=O)NC(CCC(=O)O)C(=O)O. Drug 2: CC1C(C(CC(O1)OC2CC(CC3=C2C(=C4C(=C3O)C(=O)C5=C(C4=O)C(=CC=C5)OC)O)(C(=O)C)O)N)O.Cl. Cell line: SR. Synergy scores: CSS=82.3, Synergy_ZIP=7.70, Synergy_Bliss=6.30, Synergy_Loewe=7.07, Synergy_HSA=10.3.